Dataset: Peptide-MHC class II binding affinity with 134,281 pairs from IEDB. Task: Regression. Given a peptide amino acid sequence and an MHC pseudo amino acid sequence, predict their binding affinity value. This is MHC class II binding data. (1) The peptide sequence is FFVMGEETPLLTKFV. The MHC is DRB1_0101 with pseudo-sequence DRB1_0101. The binding affinity (normalized) is 0.648. (2) The peptide sequence is PADKYKTLEAAFTVS. The MHC is DRB3_0202 with pseudo-sequence DRB3_0202. The binding affinity (normalized) is 0. (3) The peptide sequence is EKKYFAATQFEPLAV. The MHC is HLA-DQA10301-DQB10302 with pseudo-sequence HLA-DQA10301-DQB10302. The binding affinity (normalized) is 0.168. (4) The peptide sequence is TQCMNIMESIPANTI. The MHC is DRB1_0405 with pseudo-sequence DRB1_0405. The binding affinity (normalized) is 0.476. (5) The peptide sequence is ATSLDTMAQMNQAFR. The MHC is HLA-DQA10401-DQB10402 with pseudo-sequence HLA-DQA10401-DQB10402. The binding affinity (normalized) is 0.601. (6) The peptide sequence is EKALWIIFSQNMNIK. The MHC is DRB1_1602 with pseudo-sequence DRB1_1602. The binding affinity (normalized) is 0.513. (7) The peptide sequence is EPKYFAATQFEPLAA. The MHC is HLA-DQA10501-DQB10201 with pseudo-sequence HLA-DQA10501-DQB10201. The binding affinity (normalized) is 0.455. (8) The peptide sequence is GEEYLILSARDVLAV. The MHC is HLA-DQA10102-DQB10602 with pseudo-sequence HLA-DQA10102-DQB10602. The binding affinity (normalized) is 0.524. (9) The peptide sequence is PGKYTAYEGQRVVFI. The MHC is HLA-DPA10201-DPB10501 with pseudo-sequence HLA-DPA10201-DPB10501. The binding affinity (normalized) is 0.337. (10) The peptide sequence is GYTPATPAAPAGAEP. The MHC is DRB1_0901 with pseudo-sequence DRB1_0901. The binding affinity (normalized) is 0.566.